From a dataset of Catalyst prediction with 721,799 reactions and 888 catalyst types from USPTO. Predict which catalyst facilitates the given reaction. Reactant: [C:1]([O:9]CC)(=[O:8])[CH2:2][C:3](OCC)=O.C(=O)[CH2:13][CH:14]([CH3:16])[CH3:15].[C:18]([O-:21])(=[O:20])[CH3:19].[NH4+].N. Product: [CH2:16]([CH:3]([CH2:2][C:1]([OH:9])=[O:8])[CH2:19][C:18]([OH:21])=[O:20])[CH:14]([CH3:13])[CH3:15]. The catalyst class is: 5.